From a dataset of Peptide-MHC class I binding affinity with 185,985 pairs from IEDB/IMGT. Regression. Given a peptide amino acid sequence and an MHC pseudo amino acid sequence, predict their binding affinity value. This is MHC class I binding data. The peptide sequence is ERLERWHSLI. The MHC is Mamu-B03 with pseudo-sequence Mamu-B03. The binding affinity (normalized) is 0.353.